Dataset: Full USPTO retrosynthesis dataset with 1.9M reactions from patents (1976-2016). Task: Predict the reactants needed to synthesize the given product. (1) Given the product [CH3:1][O:2][C:3](=[O:14])[C:4]1[CH:9]=[C:8]([B:20]2[O:24][C:23]([CH3:26])([CH3:25])[C:22]([CH3:28])([CH3:27])[O:21]2)[C:7]([CH3:11])=[CH:6][C:5]=1[O:12][CH3:13], predict the reactants needed to synthesize it. The reactants are: [CH3:1][O:2][C:3](=[O:14])[C:4]1[CH:9]=[C:8](I)[C:7]([CH3:11])=[CH:6][C:5]=1[O:12][CH3:13].C([O-])(=O)C.[K+].[B:20]1([B:20]2[O:24][C:23]([CH3:26])([CH3:25])[C:22]([CH3:28])([CH3:27])[O:21]2)[O:24][C:23]([CH3:26])([CH3:25])[C:22]([CH3:28])([CH3:27])[O:21]1.CS(C)=O. (2) Given the product [CH:1]1([C:4]([C:6]2[C:11]3[N:12]4[CH2:18][CH2:17][CH2:16][N:15]([C:19]5[CH:24]=[CH:23][C:22]([Cl:25])=[CH:21][C:20]=5[Cl:26])[C:13]4=[N:14][C:10]=3[CH:9]=[CH:8][CH:7]=2)=[O:5])[CH2:3][CH2:2]1, predict the reactants needed to synthesize it. The reactants are: [CH:1]1([CH:4]([C:6]2[C:11]3[N:12]4[CH2:18][CH2:17][CH2:16][N:15]([C:19]5[CH:24]=[CH:23][C:22]([Cl:25])=[CH:21][C:20]=5[Cl:26])[C:13]4=[N:14][C:10]=3[CH:9]=[CH:8][CH:7]=2)[OH:5])[CH2:3][CH2:2]1. (3) Given the product [Br:1][C:2]1[CH:3]=[C:4]([CH2:10][C:11]([OH:13])=[O:12])[CH:5]=[CH:6][C:7]=1[OH:8], predict the reactants needed to synthesize it. The reactants are: [Br:1][C:2]1[CH:3]=[C:4]([CH2:10][C:11]([OH:13])=[O:12])[CH:5]=[CH:6][C:7]=1[O:8]C.Br. (4) Given the product [CH3:1][O:2][C:3](=[O:16])[CH2:4][C:5]1[CH:10]=[CH:9][CH:8]=[C:7]([O:11][CH2:12][CH2:13][CH2:14][NH:25][CH2:24][C@@H:23]([C:17]2[CH:22]=[CH:21][CH:20]=[CH:19][CH:18]=2)[CH3:26])[CH:6]=1, predict the reactants needed to synthesize it. The reactants are: [CH3:1][O:2][C:3](=[O:16])[CH2:4][C:5]1[CH:10]=[CH:9][CH:8]=[C:7]([O:11][CH2:12][CH2:13][CH2:14]Br)[CH:6]=1.[C:17]1([C@@H:23]([CH3:26])[CH2:24][NH2:25])[CH:22]=[CH:21][CH:20]=[CH:19][CH:18]=1.[I-].[Na+].C(=O)([O-])[O-].[K+].[K+]. (5) Given the product [CH3:24][O:34][C:2]1[C:1]([O:11][C@H:12]2[CH2:16][CH2:15][N:14]([CH2:17][C:18]3[CH:23]=[CH:22][CH:21]=[CH:20][CH:19]=3)[CH2:13]2)=[C:10]2[C:5](=[CH:4][CH:3]=1)[CH2:6][CH2:8][CH2:9]2, predict the reactants needed to synthesize it. The reactants are: [C:1]1([O:11][CH:12]2[CH2:16][CH2:15][N:14]([CH2:17][C:18]3[CH:23]=[CH:22][CH:21]=[CH:20][CH:19]=3)[CH2:13]2)[C:10]2[CH2:9][CH2:8]C[CH2:6][C:5]=2[CH:4]=[CH:3][CH:2]=1.[C:24]1([OH:34])C2CCCCC=2C=CC=1. (6) Given the product [CH2:11]([O:1][C:2]1[CH:3]=[C:4]2[C:8](=[CH:9][CH:10]=1)[NH:7][N:6]=[CH:5]2)[CH3:12], predict the reactants needed to synthesize it. The reactants are: [OH:1][C:2]1[CH:3]=[C:4]2[C:8](=[CH:9][CH:10]=1)[NH:7][N:6]=[CH:5]2.[CH2:11](I)[CH3:12].C(=O)([O-])[O-].[K+].[K+]. (7) Given the product [NH2:1][C:2]1[N:7]=[C:6]([C:8]#[N:9])[C:5]([C:10]2[CH:15]=[CH:14][C:13]([C:27]3[C:28]([S:33]([NH:36][CH2:37][C:38]([CH3:42])([CH3:41])[CH2:39][OH:40])(=[O:35])=[O:34])=[CH:29][CH:30]=[CH:31][CH:32]=3)=[CH:12][C:11]=2[F:25])=[N:4][CH:3]=1, predict the reactants needed to synthesize it. The reactants are: [NH2:1][C:2]1[N:7]=[C:6]([C:8]#[N:9])[C:5]([C:10]2[CH:15]=[CH:14][C:13](B3OC(C)(C)C(C)(C)O3)=[CH:12][C:11]=2[F:25])=[N:4][CH:3]=1.Br[C:27]1[CH:32]=[CH:31][CH:30]=[CH:29][C:28]=1[S:33]([NH:36][CH2:37][C:38]([CH3:42])([CH3:41])[CH2:39][OH:40])(=[O:35])=[O:34]. (8) Given the product [CH3:10][CH2:11][CH2:12][C@@H:13]1[O:33][C@:32]2([C:34]([CH2:36][OH:37])=[O:35])[C@@H:15]([CH2:16][C@@H:17]3[C@:31]2([CH3:38])[CH2:30][C@H:29]([OH:39])[C@H:28]2[C@H:18]3[CH2:19][CH2:20][C:21]3[C@:27]2([CH3:40])[CH:26]=[CH:25][C:23](=[O:24])[CH:22]=3)[O:14]1, predict the reactants needed to synthesize it. The reactants are: C(OCCOCCO)C.[CH3:10][CH2:11][CH2:12][CH:13]1[O:33][C@:32]2([C:34]([CH2:36][OH:37])=[O:35])[C@@H:15]([CH2:16][C@@H:17]3[C@:31]2([CH3:38])[CH2:30][C@H:29]([OH:39])[C@H:28]2[C@H:18]3[CH2:19][CH2:20][C:21]3[C@:27]2([CH3:40])[CH:26]=[CH:25][C:23](=[O:24])[CH:22]=3)[O:14]1.C(O)(=O)CCCCCCCCCCCCCCCCC.OC1O[C@H](CO)[C@@H](O[C@@H]2O[C@H](CO)[C@H](O)[C@H](O)[C@H]2O)[C@H](O)[C@H]1O.C([O-])(=O)CCCCCCCCCCCCCCCCC.[Mg+2].C([O-])(=O)CCCCCCCCCCCCCCCCC. (9) Given the product [C:10]([O:14][C:15](=[O:33])[CH2:16][N:17]([S:18]([C:21]1[CH:30]=[C:29]2[C:24]([C:25]([Cl:32])=[CH:26][N:27]=[C:28]2[Cl:31])=[CH:23][CH:22]=1)(=[O:20])=[O:19])[CH2:5][C:4]1[CH:7]=[CH:8][CH:9]=[C:2]([Cl:1])[CH:3]=1)([CH3:13])([CH3:11])[CH3:12], predict the reactants needed to synthesize it. The reactants are: [Cl:1][C:2]1[CH:3]=[C:4]([CH:7]=[CH:8][CH:9]=1)[CH2:5]Cl.[C:10]([O:14][C:15](=[O:33])[CH2:16][NH:17][S:18]([C:21]1[CH:30]=[C:29]2[C:24]([C:25]([Cl:32])=[CH:26][N:27]=[C:28]2[Cl:31])=[CH:23][CH:22]=1)(=[O:20])=[O:19])([CH3:13])([CH3:12])[CH3:11].C([O-])([O-])=O.[K+].[K+].